This data is from Full USPTO retrosynthesis dataset with 1.9M reactions from patents (1976-2016). The task is: Predict the reactants needed to synthesize the given product. (1) Given the product [Cl:35][C:19]1[C:20]([NH:22][C:23]2[C:33]([F:34])=[CH:32][CH:31]=[CH:30][C:24]=2[C:25]([NH:27][CH2:28][CH3:29])=[O:26])=[N:21][C:16]([NH:13][C:9]2[C:4]3[O:5][CH2:6][CH2:7][CH2:8][C:2]([CH3:14])([CH3:1])[C:3]=3[CH:12]=[CH:11][CH:10]=2)=[N:17][CH:18]=1, predict the reactants needed to synthesize it. The reactants are: [CH3:1][C:2]1([CH3:14])[CH2:8][CH2:7][CH2:6][O:5][C:4]2[C:9]([NH2:13])=[CH:10][CH:11]=[CH:12][C:3]1=2.Cl[C:16]1[N:21]=[C:20]([NH:22][C:23]2[C:33]([F:34])=[CH:32][CH:31]=[CH:30][C:24]=2[C:25]([NH:27][CH2:28][CH3:29])=[O:26])[C:19]([Cl:35])=[CH:18][N:17]=1. (2) Given the product [Cl:1][C:2]1[N:7]=[C:6]([NH:15][C:16]2[NH:17][N:18]=[C:19]([CH3:21])[CH:20]=2)[CH:5]=[C:4]([C:9]2[CH:14]=[CH:13][CH:12]=[CH:11][CH:10]=2)[N:3]=1, predict the reactants needed to synthesize it. The reactants are: [Cl:1][C:2]1[N:7]=[C:6](Cl)[CH:5]=[C:4]([C:9]2[CH:14]=[CH:13][CH:12]=[CH:11][CH:10]=2)[N:3]=1.[NH2:15][C:16]1[CH:20]=[C:19]([CH3:21])[NH:18][N:17]=1.C(N(CC)CC)C.[I-].[Na+]. (3) Given the product [CH3:17][NH:18][C:19]([C:21]1[C:29]2[C:24](=[CH:25][C:26]([O:30][C:2]3[CH:7]=[CH:6][N:5]=[C:4]4[CH:8]=[C:9]([C:11]5[CH:16]=[CH:15][CH:14]=[CH:13][N:12]=5)[S:10][C:3]=34)=[CH:27][CH:28]=2)[N:23]([CH3:31])[C:22]=1[CH3:32])=[O:20], predict the reactants needed to synthesize it. The reactants are: Cl[C:2]1[CH:7]=[CH:6][N:5]=[C:4]2[CH:8]=[C:9]([C:11]3[CH:16]=[CH:15][CH:14]=[CH:13][N:12]=3)[S:10][C:3]=12.[CH3:17][NH:18][C:19]([C:21]1[C:29]2[C:24](=[CH:25][C:26]([OH:30])=[CH:27][CH:28]=2)[N:23]([CH3:31])[C:22]=1[CH3:32])=[O:20].C([O-])([O-])=O.[Cs+].[Cs+]. (4) Given the product [ClH:1].[Cl:11][C:4]1[CH:3]=[C:2]([C:17]2[CH:18]=[C:13]([Cl:12])[CH:14]=[CH:15][C:16]=2[Cl:19])[N:7]=[C:6]2[CH2:8][CH2:9][CH2:10][C:5]=12, predict the reactants needed to synthesize it. The reactants are: [Cl:1][C:2]1[N:7]=[C:6]2[CH2:8][CH2:9][CH2:10][C:5]2=[C:4]([Cl:11])[CH:3]=1.[Cl:12][C:13]1[CH:18]=[CH:17][C:16]([Cl:19])=[CH:15][C:14]=1B(O)O. (5) Given the product [C:17]([NH:25][C:26]([NH:16][C:10]1[CH:11]=[CH:12][C:13]([O:14][CH3:15])=[C:8]([C:3]2[N:4]([CH3:7])[N:5]=[CH:6][C:2]=2[Br:1])[CH:9]=1)=[O:27])(=[O:24])[C:18]1[CH:23]=[CH:22][CH:21]=[CH:20][CH:19]=1, predict the reactants needed to synthesize it. The reactants are: [Br:1][C:2]1[CH:6]=[N:5][N:4]([CH3:7])[C:3]=1[C:8]1[CH:9]=[C:10]([NH2:16])[CH:11]=[CH:12][C:13]=1[O:14][CH3:15].[C:17]([N:25]=[C:26]=[O:27])(=[O:24])[C:18]1[CH:23]=[CH:22][CH:21]=[CH:20][CH:19]=1. (6) Given the product [Cl:17][C:18]1[CH:19]=[CH:20][C:21]([CH2:22][N:23]2[C:31]3[C:26](=[CH:27][CH:28]=[CH:29][CH:30]=3)[C:25]([CH:32]=[C:7]3[C:6]4[CH:5]=[C:4]([N+:1]([O-:3])=[O:2])[CH:16]=[CH:15][C:14]=4[C:13]4[C:8]3=[CH:9][CH:10]=[CH:11][CH:12]=4)=[CH:24]2)=[CH:34][CH:35]=1, predict the reactants needed to synthesize it. The reactants are: [N+:1]([C:4]1[CH:16]=[CH:15][C:14]2[C:13]3[C:8](=[CH:9][CH:10]=[CH:11][CH:12]=3)[CH2:7][C:6]=2[CH:5]=1)([O-:3])=[O:2].[Cl:17][C:18]1[CH:35]=[CH:34][C:21]([CH2:22][N:23]2[C:31]3[C:26](=[CH:27][CH:28]=[CH:29][CH:30]=3)[C:25]([CH:32]=O)=[CH:24]2)=[CH:20][CH:19]=1. (7) Given the product [CH2:26]=[C:25]([C:23]1[CH:22]=[N:21][C:20]2[C:19]([CH:24]=1)=[C:10]1[CH:11]=[CH:12][CH:13]=[CH:14][C:9]1=[N:8][C:28]=2[NH2:29])[CH3:27], predict the reactants needed to synthesize it. The reactants are: C(OC([NH:8][C:9]1[CH:14]=[CH:13][CH:12]=[CH:11][C:10]=1B(O)O)=O)(C)(C)C.Cl[C:19]1[C:20]([C:28]#[N:29])=[N:21][CH:22]=[C:23]([C:25]([CH3:27])=[CH2:26])[CH:24]=1.C(=O)([O-])[O-].[Na+].[Na+]. (8) Given the product [NH2:1][C:2]1[CH:7]=[C:6]([C:20]2[CH:21]=[CH:22][C:17]([O:16][CH2:14][CH3:15])=[C:18]([C:26]([F:27])([F:29])[F:28])[CH:19]=2)[N:5]=[C:4]([C:9]#[N:10])[C:3]=1[N+:11]([O-:13])=[O:12], predict the reactants needed to synthesize it. The reactants are: [NH2:1][C:2]1[CH:7]=[C:6](Cl)[N:5]=[C:4]([C:9]#[N:10])[C:3]=1[N+:11]([O-:13])=[O:12].[CH2:14]([O:16][C:17]1[CH:22]=[CH:21][C:20](B(O)O)=[CH:19][C:18]=1[C:26]([F:29])([F:28])[F:27])[CH3:15].C(=O)([O-])[O-].[K+].[K+].C1COCC1. (9) The reactants are: [CH3:1][O:2][C:3]1[NH:7][N:6]=[C:5]([NH2:8])[CH:4]=1.Br[C:10]1[C:11](=[O:18])[N:12]([CH3:17])[CH:13]=[C:14]([Br:16])[CH:15]=1.C(=O)([O-])[O-].[Cs+].[Cs+].CC1(C)C2C(=C(P(C3C=CC=CC=3)C3C=CC=CC=3)C=CC=2)OC2C(P(C3C=CC=CC=3)C3C=CC=CC=3)=CC=CC1=2. Given the product [Br:16][C:14]1[CH:15]=[C:10]([NH:8][C:5]2[CH:4]=[C:3]([O:2][CH3:1])[NH:7][N:6]=2)[C:11](=[O:18])[N:12]([CH3:17])[CH:13]=1, predict the reactants needed to synthesize it.